Dataset: Experimentally validated miRNA-target interactions with 360,000+ pairs, plus equal number of negative samples. Task: Binary Classification. Given a miRNA mature sequence and a target amino acid sequence, predict their likelihood of interaction. (1) The miRNA is hsa-miR-192-5p with sequence CUGACCUAUGAAUUGACAGCC. The protein sequence of the target gene is MSYPQFGYPYSSAPQFLMATNSLSTCCESGGRTLADSGPAASAQAPVYCPVYESRLLATARHELNSAAALGVYGGPYGGSQGYGNYVTYGSEASAFYSLNSFDSKDGSGSAHGGLAPAAAAYYPYEPALGQYPYDRYGTMDSGTRRKNATRETTSTLKAWLQEHRKNPYPTKGEKIMLAIITKMTLTQVSTWFANARRRLKKENKMTWPPRNKCADEKRPYAEGEEEEGGEEEAREEPLKSSKNAEPVGKEEKELELSDLDDFDPLEAEPPACELKPPFHSLDGGLERVPAAPDGPVKEA.... Result: 1 (interaction). (2) The protein sequence of the target gene is MSQQRPARKLPSLLLDPTEETVRRRCRDPINVEGLLPSKIRINLEDNVQYVSMRKALKVKRPRFDVSLVYLTRKFMDLVRSAPGGILDLNKVATKLGVRKRRVYDITNVLDGIDLVEKKSKNHIRWIGSDLSNFGAVPQQKKLQEELSDLSAMEDALDELIKDCAQQLFELTDDKENERLAYVTYQDIHSIQAFHEQIVIAVKAPAETRLDVPAPREDSITVHIRSTNGPIDVYLCEVEQGQTSNKRSEGVGTSSSESTHPEGPEEEENPQQSEELLEVSN. The miRNA is hsa-miR-548av-3p with sequence AAAACUGCAGUUACUUUUGC. Result: 1 (interaction). (3) The miRNA is hsa-miR-597-3p with sequence UGGUUCUCUUGUGGCUCAAGCGU. The protein sequence of the target gene is MADEATRRVVSEIPVLKTNAGPRDRELWVQRLKEEYQSLIRYVENNKNADNDWFRLESNKEGTRWFGKCWYIHDLLKYEFDIEFDIPITYPTTAPEIAVPELDGKTAKMYRGGKICLTDHFKPLWARNVPKFGLAHLMALGLGPWLAVEIPDLIQKGVIQHKEKCNQ. Result: 0 (no interaction). (4) The protein sequence of the target gene is MEANGFGLQNFPELKNDTFLRAAWGEETDYTPVWCMRQAGRYLPEFRETRAAQDFFSTCRSPEACCELTLQPLRRFPLDAAIIFSDILVVPQALGMEVTMVPGKGPSFPEPLREERDLERLRDPAAAASELGYVFQAITLTRQRLAGRVPLIGFAGAPWTLMTYMVEGGSSSTMAQAKRWLYQRPQASHKLLGILTDVLVPYLIGQVAAGAQALQLFESHAGHLGTELFSKFALPYIRDVAKRVKAGLQKAGLAPVPMIIFAKDGHFALEELAQAGYEVVGLDWTVAPKKARERVGKAVT.... Result: 0 (no interaction). The miRNA is hsa-miR-1231 with sequence GUGUCUGGGCGGACAGCUGC. (5) The miRNA is hsa-miR-617 with sequence AGACUUCCCAUUUGAAGGUGGC. The protein sequence of the target gene is MNVDAEASMAVISLLFLAVMYVVHHPLMVSDRMDLDTLARSRQLEKRMSEEMRLLEMEFEERKRAAEQRQKAENFWTGDTSSDQLVLGKKDMGWPFQADGQEGPLGWMLGNLWNTGLFCLFLVFELLRQNMQHEPAFDSSSEEEEEEVRVVPVTSYNWLTDFPSQEALDSFYKHYVQNAIRDLPCTCEFVESFVDDLIEACRVLSRQEAHPQLEDCLGIGAAFEKWGTLHETQKFDILVPIVPPQGTMFVLEMRDPALGRRCGCVLVESECVCKREKLLGDVLCLVHHHRDPSAVLGKCS.... Result: 0 (no interaction). (6) The miRNA is mmu-miR-758-3p with sequence UUUGUGACCUGGUCCACUA. The protein sequence of the target gene is MEFPDHSRHLLQCLSEQRHQGFLCDCTVLVGDAQFRAHRAVLASCSMYFHLFYKDQLDKRDIVHLNSDIVTAPAFALLLEFMYEGKLQFKDLPIEDVLAAASYLHMYDIVKVCKKKLKEKATTEADSTKKEEDASSCSDKVESLSDGSSHMAGDLPSDEDEGEDDKLNILPSKRDLAAEPGNMWMRLPSDSAGIPQAGGEAEPHATAAGKTVASPCSSTESLSQRSVTSVRDSADVDCVLDLSVKSSLSGVENLNSSYFSSQDVLRSNLVQVKVEKEASCDESDVGTNDYDMEHSTVKES.... Result: 1 (interaction). (7) The miRNA is hsa-miR-548c-3p with sequence CAAAAAUCUCAAUUACUUUUGC. The protein sequence of the target gene is MPGDHRRIRGPEESQPPQLYAADEEEAPGTRDPTRLRPVYARAGLLSQAKGSAYLEAGGTKVLCAVSGPRQAEGGERGGGPAGAGGEAPAALRGRLLCDFRRAPFAGRRRRAPPGGCEERELALALQEALEPAVRLGRYPRAQLEVSALLLEDGGSALAAALTAAALALADAGVEMYDLVVGCGLSLAPGPAPTWLLDPTRLEEERAAAGLTVALMPVLNQVAGLLGSGEGGLTESWAEAVRLGLEGCQRLYPVLQQSLVRAARRRGAAAQP. Result: 1 (interaction). (8) The miRNA is hsa-miR-6515-5p with sequence UUGGAGGGUGUGGAAGACAUC. The protein sequence of the target gene is MDMNSFSPMMPTSPLSMINQIKFEDEPDLKDLFITVDEPESHVTTIETFITYRIITKTSRGEFDSSEFEVRRRYQDFLWLKGKLEEAHPTLIIPPLPEKFIVKGMVERFNDDFIETRRKALHKFLNRIADHPTLTFNEDFKIFLTAQAWELSSHKKQGPGLLSRMGQTVRAVASSMRGVKNRPEEFMEMNNFIELFSQKINLIDKISQRIYKEEREYFDEMKEYGPIHILWSASEEDLVDTLKDVASCIDRCCKATEKRMSGLSEALLPVVHEYVLYSEMLMGVMKRRDQIQAELDSKVE.... Result: 0 (no interaction). (9) The miRNA is hsa-miR-4438 with sequence CACAGGCUUAGAAAAGACAGU. The protein sequence of the target gene is MERLCSDGFAFPHYYIKPYHLKRIHRAVLRGNLEKLKYLLLTYYDANKRDRKERTALHLACATGQPEMVHLLVSRRCELNLCDREDRTPLIKAVQLRQEACATLLLQNGADPNITDVFGRTALHYAVYNEDTSMIEKLLSHGTNIEECSKNEYQPLLLAVSRRKVKMVEFLLKKKANVNAIDYLGRSALILAVTLGEKDIVILLLQHNIDVFSRDVYGKLAEDYASEAENRVIFDLIYEYKRKRYEDLPINSNPVSPQKQRAEKATSDDKDSVSNIATEIKEGPISGTVSSQKQPAEKAT.... Result: 0 (no interaction). (10) The miRNA is mmu-miR-363-5p with sequence CAGGUGGAACACGAUGCAAUUU. The protein sequence of the target gene is MSTAMNFGTKSFQPRPPDKGSFPLDHLGECKSFKEKFMKCLHNNNFENALCRKESKEYLECRMERKLMLQEPLEKLGFGDLTSGKSEAKK. Result: 0 (no interaction).